This data is from Peptide-MHC class II binding affinity with 134,281 pairs from IEDB. The task is: Regression. Given a peptide amino acid sequence and an MHC pseudo amino acid sequence, predict their binding affinity value. This is MHC class II binding data. The peptide sequence is FNGGESKLKAEATTD. The MHC is HLA-DQA10104-DQB10503 with pseudo-sequence HLA-DQA10104-DQB10503. The binding affinity (normalized) is 0.